Dataset: Full USPTO retrosynthesis dataset with 1.9M reactions from patents (1976-2016). Task: Predict the reactants needed to synthesize the given product. (1) Given the product [CH2:14]([C:11]1[CH:12]=[CH:13][C:8]([F:7])=[C:9]([C:20]2[CH:25]=[N:24][C:23]([N:26]3[C:34]4[C:29](=[CH:30][CH:31]=[C:32]([C:35]([O:37][CH3:38])=[O:36])[CH:33]=4)[C:28]([CH2:39][OH:40])=[CH:27]3)=[N:22][CH:21]=2)[CH:10]=1)[CH3:15], predict the reactants needed to synthesize it. The reactants are: C(=O)([O-])[O-].[K+].[K+].[F:7][C:8]1[CH:13]=[CH:12][C:11]([CH2:14][CH3:15])=[CH:10][C:9]=1B(O)O.Br[C:20]1[CH:21]=[N:22][C:23]([N:26]2[C:34]3[C:29](=[CH:30][CH:31]=[C:32]([C:35]([O:37][CH3:38])=[O:36])[CH:33]=3)[C:28]([CH2:39][OH:40])=[CH:27]2)=[N:24][CH:25]=1.O. (2) Given the product [CH:11]1[C:10]([C@H:7]2[CH2:8][O:9][C:4]3[CH:3]=[C:2]([OH:1])[CH:19]=[CH:18][C:5]=3[CH2:6]2)=[CH:15][CH:14]=[C:13]([OH:16])[CH:12]=1, predict the reactants needed to synthesize it. The reactants are: [OH:1][C:2]1[CH:19]=[CH:18][C:5]2[CH:6]=[C:7]([C:10]3[CH:15]=[CH:14][C:13]([O:16]C)=[CH:12][CH:11]=3)[CH2:8][O:9][C:4]=2[CH:3]=1.[N+](CCCC)(CCCC)(CCCC)CCCC.[I-].B(Cl)(Cl)Cl. (3) Given the product [NH:73]1[C:77]([CH2:78][C:79]([N:4]2[CH2:5][CH2:6][C@H:7]([O:8][C:9]3[CH:16]=[CH:15][C:14]([C:17]4[N:22]=[C:21]([NH:23][C:24]5[CH:29]=[CH:28][C:27]([N:30]6[CH2:31][CH2:32][N:33]([CH:36]7[CH2:39][O:38][CH2:37]7)[CH2:34][CH2:35]6)=[CH:26][CH:25]=5)[N:20]=[CH:19][N:18]=4)=[CH:13][C:10]=3[C:11]#[N:12])[C@H:2]([F:1])[CH2:3]2)=[O:80])=[CH:76][CH:75]=[N:74]1, predict the reactants needed to synthesize it. The reactants are: [F:1][C@H:2]1[C@@H:7]([O:8][C:9]2[CH:16]=[CH:15][C:14]([C:17]3[N:22]=[C:21]([NH:23][C:24]4[CH:29]=[CH:28][C:27]([N:30]5[CH2:35][CH2:34][N:33]([CH:36]6[CH2:39][O:38][CH2:37]6)[CH2:32][CH2:31]5)=[CH:26][CH:25]=4)[N:20]=[CH:19][N:18]=3)=[CH:13][C:10]=2[C:11]#[N:12])[CH2:6][CH2:5][NH:4][CH2:3]1.C(N(CC)C(C)C)(C)C.CN(C(ON1N=NC2C=CC=NC1=2)=[N+](C)C)C.F[P-](F)(F)(F)(F)F.[NH:73]1[C:77]([CH2:78][C:79](O)=[O:80])=[CH:76][CH:75]=[N:74]1. (4) Given the product [CH3:15][C:12]1[CH:11]=[CH:10][C:9]([C:7]2[NH:28][C:26](=[O:27])[C:25]([C:23]#[N:24])=[CH:5][C:6]=2[C:16]2[CH:17]=[CH:18][CH:19]=[CH:20][CH:21]=2)=[CH:14][CH:13]=1, predict the reactants needed to synthesize it. The reactants are: [H-].[Na+].CN(C)[CH:5]=[C:6]([C:16]1[CH:21]=[CH:20][CH:19]=[CH:18][CH:17]=1)[C:7]([C:9]1[CH:14]=[CH:13][C:12]([CH3:15])=[CH:11][CH:10]=1)=O.[C:23]([CH2:25][C:26]([NH2:28])=[O:27])#[N:24].Cl. (5) Given the product [CH3:11][N:12]1[CH:16]=[CH:15][N:14]=[C:13]1[CH:17]=[C:3]1[C:4]2[C:9](=[CH:8][CH:7]=[CH:6][CH:5]=2)[NH:1][C:2]1=[O:10], predict the reactants needed to synthesize it. The reactants are: [NH:1]1[C:9]2[C:4](=[CH:5][CH:6]=[CH:7][CH:8]=2)[CH2:3][C:2]1=[O:10].[CH3:11][N:12]1[CH:16]=[CH:15][N:14]=[C:13]1[CH:17]=O.N1CCCCC1.